This data is from Reaction yield outcomes from USPTO patents with 853,638 reactions. The task is: Predict the reaction yield, written as a fraction of the theoretical maximum amount of product (1.0 means a 100% yield; for example, 0.34 means a 34% yield). (1) The reactants are [CH3:1][N:2]1[C:6]2=[N:7][C:8]([O:11][CH2:12][C:13]([OH:15])=O)=[CH:9][CH:10]=[C:5]2[C:4]([C:16]2[CH:21]=[CH:20][CH:19]=[CH:18][CH:17]=2)=[N:3]1.CC(C)N=C=NC(C)C.C1C=CC2N(O)N=NC=2C=1.[CH3:41][C@H:42]([NH2:49])[C:43]1[CH:48]=[CH:47][CH:46]=[CH:45][CH:44]=1. The product is [CH3:1][N:2]1[C:6]2=[N:7][C:8]([O:11][CH2:12][C:13]([NH:49][C@H:42]([C:43]3[CH:48]=[CH:47][CH:46]=[CH:45][CH:44]=3)[CH3:41])=[O:15])=[CH:9][CH:10]=[C:5]2[C:4]([C:16]2[CH:21]=[CH:20][CH:19]=[CH:18][CH:17]=2)=[N:3]1. The catalyst is CN(C=O)C. The yield is 0.680. (2) The reactants are [NH:1]1[C:5]2=[CH:6][N:7]=[C:8]([C:10]([O:12][CH3:13])=[O:11])[CH:9]=[C:4]2[CH:3]=[N:2]1.[F:14][C:15]1[CH:22]=[CH:21][C:18]([CH2:19]Br)=[CH:17][CH:16]=1.C(=O)([O-])[O-].[K+].[K+].C(=O)(O)[O-].[Na+]. The catalyst is CN(C=O)C.C(Cl)(Cl)Cl. The product is [F:14][C:15]1[CH:22]=[CH:21][C:18]([CH2:19][N:1]2[C:5]3=[CH:6][N:7]=[C:8]([C:10]([O:12][CH3:13])=[O:11])[CH:9]=[C:4]3[CH:3]=[N:2]2)=[CH:17][CH:16]=1. The yield is 0.300. (3) The reactants are [Cl:1][C:2]1[N:10]=[C:9]2[C:5]([N:6]=[CH:7][N:8]2[CH:11]([CH3:13])[CH3:12])=[C:4](Cl)[N:3]=1.[CH3:15][N:16]1[CH2:21][CH2:20][N:19]([C:22]2[CH:28]=[CH:27][C:25]([NH2:26])=[CH:24][CH:23]=2)[CH2:18][CH2:17]1.C(O)(C(F)(F)F)=O.C([O-])(O)=O.[Na+]. The yield is 0.860. The product is [Cl:1][C:2]1[N:10]=[C:9]2[C:5]([N:6]=[CH:7][N:8]2[CH:11]([CH3:13])[CH3:12])=[C:4]([NH:26][C:25]2[CH:24]=[CH:23][C:22]([N:19]3[CH2:18][CH2:17][N:16]([CH3:15])[CH2:21][CH2:20]3)=[CH:28][CH:27]=2)[N:3]=1. The catalyst is C(O)(C)C. (4) The reactants are [CH2:1]([O:8][C:9]1[CH:14]=[CH:13][C:12](Br)=[CH:11][N:10]=1)[C:2]1[CH:7]=[CH:6][CH:5]=[CH:4][CH:3]=1.[CH:16]([N:19]1[CH2:24][CH2:23][N:22]([C:25]([O:27][CH:28]2[CH2:33][CH2:32][NH:31][CH2:30][CH2:29]2)=[O:26])[CH2:21][CH2:20]1)([CH3:18])[CH3:17].C1C=CC(P(C2C(C3C(P(C4C=CC=CC=4)C4C=CC=CC=4)=CC=C4C=3C=CC=C4)=C3C(C=CC=C3)=CC=2)C2C=CC=CC=2)=CC=1.CC([O-])(C)C.[K+]. The catalyst is C1(C)C=CC=CC=1.CC(=O)OCC.C1C=CC(/C=C/C(/C=C/C2C=CC=CC=2)=O)=CC=1.C1C=CC(/C=C/C(/C=C/C2C=CC=CC=2)=O)=CC=1.C1C=CC(/C=C/C(/C=C/C2C=CC=CC=2)=O)=CC=1.[Pd].[Pd]. The product is [CH:16]([N:19]1[CH2:24][CH2:23][N:22]([C:25]([O:27][CH:28]2[CH2:29][CH2:30][N:31]([C:12]3[CH:11]=[N:10][C:9]([O:8][CH2:1][C:2]4[CH:7]=[CH:6][CH:5]=[CH:4][CH:3]=4)=[CH:14][CH:13]=3)[CH2:32][CH2:33]2)=[O:26])[CH2:21][CH2:20]1)([CH3:18])[CH3:17]. The yield is 0.200. (5) The reactants are [OH:1][C:2]1[CH:3]=[C:4]([CH:9]=[CH:10][CH:11]=1)[C:5]([O:7][CH3:8])=[O:6].C1N2CN3CN(C2)CN1C3.FC(F)(F)[C:24](O)=[O:25]. No catalyst specified. The product is [CH:24]([C:3]1[C:2]([OH:1])=[CH:11][CH:10]=[CH:9][C:4]=1[C:5]([O:7][CH3:8])=[O:6])=[O:25]. The yield is 0.140. (6) The reactants are F[C:2]1[CH:7]=[CH:6][C:5]([S:8]([NH:11][CH3:12])(=[O:10])=[O:9])=[CH:4][C:3]=1[N+:13]([O-:15])=[O:14].[NH:16]1[CH2:21][CH2:20][O:19][CH2:18][CH2:17]1.C(N(CC)C(C)C)(C)C. The catalyst is C1COCC1. The product is [CH3:12][NH:11][S:8]([C:5]1[CH:6]=[CH:7][C:2]([N:16]2[CH2:21][CH2:20][O:19][CH2:18][CH2:17]2)=[C:3]([N+:13]([O-:15])=[O:14])[CH:4]=1)(=[O:10])=[O:9]. The yield is 0.970. (7) The reactants are [NH:1]([S:8]([C:11]1[CH:16]=[CH:15][C:14]([N:17]2[CH2:23][CH2:22][CH2:21][N:20](C(OC(C)(C)C)=O)[CH2:19][CH2:18]2)=[C:13]([NH:31][S:32]([CH3:35])(=[O:34])=[O:33])[CH:12]=1)(=[O:10])=[O:9])[C:2]1[CH:7]=[CH:6][CH:5]=[CH:4][CH:3]=1.CCOCC.[ClH:41]. The catalyst is CO. The product is [ClH:41].[N:17]1([C:14]2[CH:15]=[CH:16][C:11]([S:8]([NH:1][C:2]3[CH:7]=[CH:6][CH:5]=[CH:4][CH:3]=3)(=[O:10])=[O:9])=[CH:12][C:13]=2[NH:31][S:32]([CH3:35])(=[O:33])=[O:34])[CH2:23][CH2:22][CH2:21][NH:20][CH2:19][CH2:18]1. The yield is 0.480.